From a dataset of Retrosynthesis with 50K atom-mapped reactions and 10 reaction types from USPTO. Predict the reactants needed to synthesize the given product. (1) The reactants are: COC(=O)Cc1c(C)nc(CC(C)C)c(CNC(=O)OC(C)(C)C)c1-c1ccc(C)cc1. Given the product Cc1ccc(-c2c(CC(=O)O)c(C)nc(CC(C)C)c2CNC(=O)OC(C)(C)C)cc1, predict the reactants needed to synthesize it. (2) Given the product CC(=O)NC12CC(OC(C)=O)(C1)C2, predict the reactants needed to synthesize it. The reactants are: CC(=O)Cl.CC(=O)OC12CC(N)(C1)C2.